Dataset: NCI-60 drug combinations with 297,098 pairs across 59 cell lines. Task: Regression. Given two drug SMILES strings and cell line genomic features, predict the synergy score measuring deviation from expected non-interaction effect. (1) Drug 1: CN1CCC(CC1)COC2=C(C=C3C(=C2)N=CN=C3NC4=C(C=C(C=C4)Br)F)OC. Drug 2: CCCS(=O)(=O)NC1=C(C(=C(C=C1)F)C(=O)C2=CNC3=C2C=C(C=N3)C4=CC=C(C=C4)Cl)F. Cell line: MDA-MB-231. Synergy scores: CSS=5.51, Synergy_ZIP=-3.96, Synergy_Bliss=-3.64, Synergy_Loewe=-4.46, Synergy_HSA=-2.07. (2) Drug 1: CC12CCC(CC1=CCC3C2CCC4(C3CC=C4C5=CN=CC=C5)C)O. Drug 2: CCN(CC)CCCC(C)NC1=C2C=C(C=CC2=NC3=C1C=CC(=C3)Cl)OC. Cell line: HCT116. Synergy scores: CSS=43.2, Synergy_ZIP=2.91, Synergy_Bliss=5.27, Synergy_Loewe=-1.12, Synergy_HSA=5.58.